From a dataset of Forward reaction prediction with 1.9M reactions from USPTO patents (1976-2016). Predict the product of the given reaction. Given the reactants [C:1]([C:3]1[C:4]2[C:16]([CH3:17])=[CH:15][CH:14]=[CH:13][C:5]=2[S:6][C:7]=1[C:8]([O:10]CC)=[O:9])#[N:2].[OH-].[Na+], predict the reaction product. The product is: [C:1]([C:3]1[C:4]2[C:16]([CH3:17])=[CH:15][CH:14]=[CH:13][C:5]=2[S:6][C:7]=1[C:8]([OH:10])=[O:9])#[N:2].